This data is from Full USPTO retrosynthesis dataset with 1.9M reactions from patents (1976-2016). The task is: Predict the reactants needed to synthesize the given product. (1) Given the product [CH2:9]([N:13]([CH2:14][CH2:15][CH2:16][CH3:17])[C:6]([CH:2]1[CH2:3][CH2:4][CH2:5][O:1]1)=[O:8])[CH2:10][CH2:11][CH3:12], predict the reactants needed to synthesize it. The reactants are: [O:1]1[CH2:5][CH2:4][CH2:3][CH:2]1[C:6]([OH:8])=O.[CH2:9]([NH:13][CH2:14][CH2:15][CH2:16][CH3:17])[CH2:10][CH2:11][CH3:12].[PH2]([O-])=O.[Na+].[OH-].[K+].C([N-]CCCC)CCC. (2) Given the product [CH2:26]([O:25][C:23]([C:22]1[C:21]([CH:18]2[CH2:20][CH2:19]2)=[N:8][C:5]2[C:4]([C:9]=1[CH2:10][C:11]1[CH:16]=[CH:15][CH:14]=[CH:13][C:12]=1[Cl:17])=[CH:3][C:2]([Cl:1])=[CH:7][CH:6]=2)=[O:24])[CH3:27], predict the reactants needed to synthesize it. The reactants are: [Cl:1][C:2]1[CH:7]=[CH:6][C:5]([NH2:8])=[C:4]([C:9]#[C:10][C:11]2[CH:16]=[CH:15][CH:14]=[CH:13][C:12]=2[Cl:17])[CH:3]=1.[CH:18]1([C:21](=O)[CH2:22][C:23]([O:25][CH2:26][CH3:27])=[O:24])[CH2:20][CH2:19]1.CC1C=CC(S(O)(=O)=O)=CC=1.O. (3) Given the product [NH3:4].[CH3:36][N:37]([CH3:42])[CH2:38][C:39]([N:13]1[CH2:12][CH2:11][CH:10]([NH:9][C:7](=[O:8])[C:6]2[CH:16]=[C:2]([F:1])[CH:3]=[N:4][C:5]=2[O:17][C:18]2[CH:23]=[CH:22][CH:21]=[C:20]([S:24][CH3:25])[CH:19]=2)[CH2:15][CH2:14]1)=[O:40], predict the reactants needed to synthesize it. The reactants are: [F:1][C:2]1[CH:3]=[N:4][C:5]([O:17][C:18]2[CH:23]=[CH:22][CH:21]=[C:20]([S:24][CH3:25])[CH:19]=2)=[C:6]([CH:16]=1)[C:7]([NH:9][CH:10]1[CH2:15][CH2:14][NH:13][CH2:12][CH2:11]1)=[O:8].ON1C2C=CC=CC=2N=N1.[CH3:36][N:37]1[CH2:42]C[O:40][CH2:39][CH2:38]1.CN(C)CC(O)=O.Cl.CN(C)CCCN=C=NCC.